Dataset: Full USPTO retrosynthesis dataset with 1.9M reactions from patents (1976-2016). Task: Predict the reactants needed to synthesize the given product. (1) Given the product [Cl:1][C:2]1[CH:10]=[C:9]([F:11])[C:8]([N+:12]([O-:14])=[O:13])=[CH:7][C:3]=1[C:4]([Cl:17])=[O:5], predict the reactants needed to synthesize it. The reactants are: [Cl:1][C:2]1[CH:10]=[C:9]([F:11])[C:8]([N+:12]([O-:14])=[O:13])=[CH:7][C:3]=1[C:4](O)=[O:5].S(Cl)([Cl:17])=O.CN(C=O)C. (2) The reactants are: [C:1]([CH2:8][N:9]1[CH2:22][CH2:21][CH2:20][NH:19][CH2:18][CH2:17][N:16]([CH2:23][C:24]([O:26]C(C)(C)C)=[O:25])[CH2:15][CH2:14][CH2:13][N:12]([CH2:31][C:32]2[CH:37]=[CH:36][C:35]([NH2:38])=[CH:34][CH:33]=2)[CH2:11][CH2:10]1)([O:3]C(C)(C)C)=[O:2].[C:39](Cl)(Cl)=[S:40]. Given the product [C:1]([CH2:8][N:9]1[CH2:22][CH2:21][CH2:20][NH:19][CH2:18][CH2:17][N:16]([CH2:23][C:24]([OH:26])=[O:25])[CH2:15][CH2:14][CH2:13][N:12]([CH2:31][C:32]2[CH:33]=[CH:34][C:35]([N:38]=[C:39]=[S:40])=[CH:36][CH:37]=2)[CH2:11][CH2:10]1)([OH:3])=[O:2], predict the reactants needed to synthesize it. (3) Given the product [Cl:1][C:2]1[CH:7]=[CH:6][CH:5]=[CH:4][C:3]=1[S:8]([N:11]1[CH2:21][CH2:20][C:14]2([C:18](=[O:19])[N:17]([C:29]3[CH:30]=[CH:31][C:26]([CH2:25][O:24][CH2:22][CH3:23])=[CH:27][CH:28]=3)[CH2:16][CH2:15]2)[CH2:13][CH2:12]1)(=[O:9])=[O:10], predict the reactants needed to synthesize it. The reactants are: [Cl:1][C:2]1[CH:7]=[CH:6][CH:5]=[CH:4][C:3]=1[S:8]([N:11]1[CH2:21][CH2:20][C:14]2([C:18](=[O:19])[NH:17][CH2:16][CH2:15]2)[CH2:13][CH2:12]1)(=[O:10])=[O:9].[CH2:22]([O:24][CH2:25][C:26]1[CH:31]=[CH:30][C:29](I)=[CH:28][CH:27]=1)[CH3:23]. (4) Given the product [ClH:9].[CH2:1]([NH:8][C:10](=[NH:15])[CH2:11][CH3:12])[C:2]1[CH:7]=[CH:6][CH:5]=[CH:4][CH:3]=1, predict the reactants needed to synthesize it. The reactants are: [CH2:1]([NH2:8])[C:2]1[CH:7]=[CH:6][CH:5]=[CH:4][CH:3]=1.[ClH:9].[C:10](=[NH:15])(OC)[CH2:11][CH3:12]. (5) The reactants are: [C:12]([O:11][C:9](O[C:9]([O:11][C:12]([CH3:15])([CH3:14])[CH3:13])=[O:10])=[O:10])([CH3:15])([CH3:14])[CH3:13].[NH2:16][CH2:17][C:18]1[NH:19][CH:20]=[C:21]([C:23]([OH:25])=[O:24])[N:22]=1.CCN(C(C)C)C(C)C.[OH-].[Na+]. Given the product [C:12]([O:11][C:9]([NH:16][CH2:17][C:18]1[NH:19][CH:20]=[C:21]([C:23]([OH:25])=[O:24])[N:22]=1)=[O:10])([CH3:13])([CH3:14])[CH3:15], predict the reactants needed to synthesize it. (6) The reactants are: [Br:1][C:2]1[CH:7]=[CH:6][C:5]([C:8]2(O)[CH2:13][CH2:12][CH:11]([CH2:14][CH2:15][CH3:16])[CH2:10][CH2:9]2)=[CH:4][CH:3]=1.C1(C)C=CC(S(O)(=O)=O)=CC=1.O. Given the product [Br:1][C:2]1[CH:7]=[CH:6][C:5]([C:8]2[CH2:13][CH2:12][CH:11]([CH2:14][CH2:15][CH3:16])[CH2:10][CH:9]=2)=[CH:4][CH:3]=1, predict the reactants needed to synthesize it.